This data is from NCI-60 drug combinations with 297,098 pairs across 59 cell lines. The task is: Regression. Given two drug SMILES strings and cell line genomic features, predict the synergy score measuring deviation from expected non-interaction effect. (1) Synergy scores: CSS=-2.19, Synergy_ZIP=0.325, Synergy_Bliss=7.85, Synergy_Loewe=-16.0, Synergy_HSA=-8.64. Drug 2: C1=NC(=NC(=O)N1C2C(C(C(O2)CO)O)O)N. Cell line: NCI-H322M. Drug 1: C1=CC(=CC=C1C#N)C(C2=CC=C(C=C2)C#N)N3C=NC=N3. (2) Synergy scores: CSS=3.87, Synergy_ZIP=-1.16, Synergy_Bliss=1.82, Synergy_Loewe=0.816, Synergy_HSA=1.90. Drug 2: COCCOC1=C(C=C2C(=C1)C(=NC=N2)NC3=CC=CC(=C3)C#C)OCCOC.Cl. Cell line: UACC-257. Drug 1: CC1=C(C(CCC1)(C)C)C=CC(=CC=CC(=CC(=O)O)C)C. (3) Drug 1: COC1=C(C=C2C(=C1)N=CN=C2NC3=CC(=C(C=C3)F)Cl)OCCCN4CCOCC4. Drug 2: C1=NNC2=C1C(=O)NC=N2. Cell line: SW-620. Synergy scores: CSS=11.8, Synergy_ZIP=2.84, Synergy_Bliss=8.44, Synergy_Loewe=3.74, Synergy_HSA=6.46. (4) Drug 1: CC1=C2C(C(=O)C3(C(CC4C(C3C(C(C2(C)C)(CC1OC(=O)C(C(C5=CC=CC=C5)NC(=O)OC(C)(C)C)O)O)OC(=O)C6=CC=CC=C6)(CO4)OC(=O)C)OC)C)OC. Drug 2: CN1CCC(CC1)COC2=C(C=C3C(=C2)N=CN=C3NC4=C(C=C(C=C4)Br)F)OC. Cell line: KM12. Synergy scores: CSS=52.1, Synergy_ZIP=8.73, Synergy_Bliss=7.91, Synergy_Loewe=-31.5, Synergy_HSA=6.15. (5) Drug 1: CC1=CC2C(CCC3(C2CCC3(C(=O)C)OC(=O)C)C)C4(C1=CC(=O)CC4)C. Drug 2: CC1=C(C(CCC1)(C)C)C=CC(=CC=CC(=CC(=O)O)C)C. Cell line: SW-620. Synergy scores: CSS=-12.1, Synergy_ZIP=3.23, Synergy_Bliss=-3.15, Synergy_Loewe=-8.30, Synergy_HSA=-8.02. (6) Drug 1: CC1CCC2CC(C(=CC=CC=CC(CC(C(=O)C(C(C(=CC(C(=O)CC(OC(=O)C3CCCCN3C(=O)C(=O)C1(O2)O)C(C)CC4CCC(C(C4)OC)OCCO)C)C)O)OC)C)C)C)OC. Drug 2: CN1C2=C(C=C(C=C2)N(CCCl)CCCl)N=C1CCCC(=O)O.Cl. Cell line: NCI/ADR-RES. Synergy scores: CSS=3.70, Synergy_ZIP=-5.09, Synergy_Bliss=-4.89, Synergy_Loewe=-5.32, Synergy_HSA=-3.60.